This data is from NCI-60 drug combinations with 297,098 pairs across 59 cell lines. The task is: Regression. Given two drug SMILES strings and cell line genomic features, predict the synergy score measuring deviation from expected non-interaction effect. (1) Drug 1: CC1CCC2CC(C(=CC=CC=CC(CC(C(=O)C(C(C(=CC(C(=O)CC(OC(=O)C3CCCCN3C(=O)C(=O)C1(O2)O)C(C)CC4CCC(C(C4)OC)OCCO)C)C)O)OC)C)C)C)OC. Drug 2: C1CN(P(=O)(OC1)NCCCl)CCCl. Cell line: PC-3. Synergy scores: CSS=-1.12, Synergy_ZIP=-2.10, Synergy_Bliss=-7.66, Synergy_Loewe=-13.9, Synergy_HSA=-12.1. (2) Drug 1: CC1=C2C(C(=O)C3(C(CC4C(C3C(C(C2(C)C)(CC1OC(=O)C(C(C5=CC=CC=C5)NC(=O)OC(C)(C)C)O)O)OC(=O)C6=CC=CC=C6)(CO4)OC(=O)C)OC)C)OC. Drug 2: CCC(=C(C1=CC=CC=C1)C2=CC=C(C=C2)OCCN(C)C)C3=CC=CC=C3.C(C(=O)O)C(CC(=O)O)(C(=O)O)O. Cell line: NCI-H460. Synergy scores: CSS=83.7, Synergy_ZIP=36.9, Synergy_Bliss=34.6, Synergy_Loewe=-8.07, Synergy_HSA=34.4.